This data is from Full USPTO retrosynthesis dataset with 1.9M reactions from patents (1976-2016). The task is: Predict the reactants needed to synthesize the given product. (1) Given the product [CH3:35][N:27]1[CH:28]=[C:29]([CH2:30][C:31]([OH:33])=[O:32])[C:25]([O:13][CH2:12][CH2:11][CH2:10][CH2:9][C:8]2[C:4]([CH2:1][CH2:2][CH3:3])=[N:5][N:6]([C:14]3[CH:19]=[CH:18][C:17]([C:20]([F:22])([F:21])[F:23])=[CH:16][N:15]=3)[CH:7]=2)=[N:26]1, predict the reactants needed to synthesize it. The reactants are: [CH2:1]([C:4]1[C:8]([CH2:9][CH2:10][CH2:11][CH2:12][OH:13])=[CH:7][N:6]([C:14]2[CH:19]=[CH:18][C:17]([C:20]([F:23])([F:22])[F:21])=[CH:16][N:15]=2)[N:5]=1)[CH2:2][CH3:3].O[C:25]1[C:29]([CH2:30][C:31]([O:33]C)=[O:32])=[CH:28][N:27]([CH3:35])[N:26]=1.C(P(CCCC)CCCC)CCC.N(C(N1CCCCC1)=O)=NC(N1CCCCC1)=O. (2) The reactants are: [CH3:1][O:2][P:3]([C@@H:6]([NH:8][C:9]([O:11][CH2:12][C:13]1[CH:18]=[CH:17][CH:16]=[CH:15][CH:14]=1)=[O:10])[CH3:7])(=O)[OH:4].C(Cl)(=O)C(C)(C)C.[OH:26][C@@H:27]([CH2:32][CH2:33][CH2:34][CH2:35][NH:36][C:37]([O:39][C:40]([CH3:43])([CH3:42])[CH3:41])=[O:38])[C:28]([O:30][CH3:31])=[O:29].NCCCCC(O)C(O)=O. Given the product [CH2:12]([O:11][C:9]([NH:8][C@H:6]([P:3]([O:2][CH3:1])([O:26][C@@H:27]([CH2:32][CH2:33][CH2:34][CH2:35][NH:36][C:37]([O:39][C:40]([CH3:43])([CH3:42])[CH3:41])=[O:38])[C:28]([O:30][CH3:31])=[O:29])=[O:4])[CH3:7])=[O:10])[C:13]1[CH:14]=[CH:15][CH:16]=[CH:17][CH:18]=1, predict the reactants needed to synthesize it. (3) Given the product [CH3:24][C:25]([CH3:29])([CH3:28])[CH2:26][CH2:27][C:13]1[CH:12]=[CH:11][C:10]([N:16]2[S:20](=[O:21])(=[O:22])[NH:19][C:18](=[O:23])[CH2:17]2)=[C:9]([OH:8])[CH:14]=1, predict the reactants needed to synthesize it. The reactants are: C([O:8][C:9]1[CH:14]=[C:13](I)[CH:12]=[CH:11][C:10]=1[N:16]1[S:20](=[O:22])(=[O:21])[NH:19][C:18](=[O:23])[CH2:17]1)C1C=CC=CC=1.[CH3:24][C:25]([CH3:29])([CH3:28])[CH:26]=[CH2:27]. (4) Given the product [Br:1][C:2]1[CH:7]=[CH:6][C:5]([O:8][CH2:10][CH2:11][N:12]2[CH2:17][CH2:16][O:15][CH2:14][CH2:13]2)=[CH:4][CH:3]=1, predict the reactants needed to synthesize it. The reactants are: [Br:1][C:2]1[CH:7]=[CH:6][C:5]([OH:8])=[CH:4][CH:3]=1.Cl[CH2:10][CH2:11][N:12]1[CH2:17][CH2:16][O:15][CH2:14][CH2:13]1.Cl.C([O-])([O-])=O.[K+].[K+]. (5) Given the product [C:1]([N:9]1[CH2:14][CH2:13][N:12]([C:15](=[O:30])[C@H:16]([CH3:29])[O:17][C:18]2[CH:27]=[CH:26][C:25]([Cl:32])=[C:24]3[C:19]=2[CH:20]=[CH:21][C:22](=[O:28])[NH:23]3)[C@H:11]([CH3:31])[CH2:10]1)(=[O:8])[C:2]1[CH:7]=[CH:6][CH:5]=[CH:4][CH:3]=1, predict the reactants needed to synthesize it. The reactants are: [C:1]([N:9]1[CH2:14][CH2:13][N:12]([C:15](=[O:30])[C@H:16]([CH3:29])[O:17][C:18]2[CH:27]=[CH:26][CH:25]=[C:24]3[C:19]=2[CH:20]=[CH:21][C:22](=[O:28])[NH:23]3)[C@H:11]([CH3:31])[CH2:10]1)(=[O:8])[C:2]1[CH:7]=[CH:6][CH:5]=[CH:4][CH:3]=1.[Cl:32]N1C(=O)CCC1=O. (6) Given the product [O-:12][P:9]([O:8][P:5]([O:4][P:1]([O-:13])([O-:3])=[O:2])([O-:7])=[O:6])([O-:11])=[O:10].[P:1]([O-:13])([O-:4])([O-:3])=[O:2], predict the reactants needed to synthesize it. The reactants are: [P:1]([O:13]C[C@H]1O[C@@H](N2C3N=C(N)NC(=O)C=3N=C2)C[C@@H]1O)([O:4][P:5]([O:8][P:9]([OH:12])([OH:11])=[O:10])([OH:7])=[O:6])(=[O:3])[OH:2].C.NCC(O)=O.[Mg+2].[Cl-].[Cl-]. (7) Given the product [CH3:22][NH:21][C@@H:14]([C:15]1[CH:20]=[CH:19][CH:18]=[CH:17][CH:16]=1)[CH2:13][N:10]1[CH2:11][CH2:12][C@H:8]([OH:7])[CH2:9]1, predict the reactants needed to synthesize it. The reactants are: [H-].[H-].[H-].[H-].[Li+].[Al+3].[OH:7][C@H:8]1[CH2:12][CH2:11][N:10]([C:13](=O)[C@@H:14]([NH:21][C:22](=O)OCC2C=CC=CC=2)[C:15]2[CH:20]=[CH:19][CH:18]=[CH:17][CH:16]=2)[CH2:9]1. (8) The reactants are: Br[C:2]1[CH:7]=[CH:6][C:5]([C:8]2([OH:11])[CH2:10][CH2:9]2)=[CH:4][CH:3]=1.C([O-])(=O)C.[K+].[B:17]1([B:17]2[O:21][C:20]([CH3:23])([CH3:22])[C:19]([CH3:25])([CH3:24])[O:18]2)[O:21][C:20]([CH3:23])([CH3:22])[C:19]([CH3:25])([CH3:24])[O:18]1. Given the product [CH3:24][C:19]1([CH3:25])[C:20]([CH3:23])([CH3:22])[O:21][B:17]([C:2]2[CH:7]=[CH:6][C:5]([C:8]3([OH:11])[CH2:10][CH2:9]3)=[CH:4][CH:3]=2)[O:18]1, predict the reactants needed to synthesize it.